Dataset: Full USPTO retrosynthesis dataset with 1.9M reactions from patents (1976-2016). Task: Predict the reactants needed to synthesize the given product. (1) Given the product [CH3:4][C:5]1[C:14]2[C:9](=[CH:10][CH:11]=[CH:12][CH:13]=2)[N:8]=[C:7]([CH2:15][N:16]2[C:25](=[O:26])[C:24]3[N:23]([CH2:27][C:28]#[C:29][CH3:30])[C:22]([N:31]4[CH2:36][CH2:35][CH2:34][C@@H:33]([NH2:37])[CH2:32]4)=[N:21][C:20]=3[N:19]([CH3:45])[C:17]2=[O:18])[N:6]=1, predict the reactants needed to synthesize it. The reactants are: ClCCl.[CH3:4][C:5]1[C:14]2[C:9](=[CH:10][CH:11]=[CH:12][CH:13]=2)[N:8]=[C:7]([CH2:15][N:16]2[C:25](=[O:26])[C:24]3[N:23]([CH2:27][C:28]#[C:29][CH3:30])[C:22]([N:31]4[CH2:36][CH2:35][CH2:34][C@@H:33]([NH:37]C(OC(C)(C)C)=O)[CH2:32]4)=[N:21][C:20]=3[N:19]([CH3:45])[C:17]2=[O:18])[N:6]=1.FC(F)(F)C(O)=O. (2) Given the product [O:18]([C:25]1[CH:30]=[CH:29][C:28]([C:31]2[CH:39]=[CH:38][CH:37]=[C:36]3[C:32]=2[C:33]2([C:52]4[C:43](=[CH:44][C:45]5[O:50][CH2:49][CH2:48][O:47][C:46]=5[CH:51]=4)[O:42][CH2:41]2)[C:34](=[O:40])[N:35]3[CH2:3][C:4]2[CH:9]=[CH:8][CH:7]=[CH:6][N:5]=2)=[CH:27][CH:26]=1)[C:19]1[CH:24]=[CH:23][CH:22]=[CH:21][CH:20]=1, predict the reactants needed to synthesize it. The reactants are: Br.Br[CH2:3][C:4]1[CH:9]=[CH:8][CH:7]=[CH:6][N:5]=1.BrCC1CCCCO1.[O:18]([C:25]1[CH:30]=[CH:29][C:28]([C:31]2[CH:39]=[CH:38][CH:37]=[C:36]3[C:32]=2[C:33]2([C:52]4[C:43](=[CH:44][C:45]5[O:50][CH2:49][CH2:48][O:47][C:46]=5[CH:51]=4)[O:42][CH2:41]2)[C:34](=[O:40])[NH:35]3)=[CH:27][CH:26]=1)[C:19]1[CH:24]=[CH:23][CH:22]=[CH:21][CH:20]=1.